Dataset: NCI-60 drug combinations with 297,098 pairs across 59 cell lines. Task: Regression. Given two drug SMILES strings and cell line genomic features, predict the synergy score measuring deviation from expected non-interaction effect. (1) Drug 1: CS(=O)(=O)CCNCC1=CC=C(O1)C2=CC3=C(C=C2)N=CN=C3NC4=CC(=C(C=C4)OCC5=CC(=CC=C5)F)Cl. Drug 2: CC12CCC3C(C1CCC2OP(=O)(O)O)CCC4=C3C=CC(=C4)OC(=O)N(CCCl)CCCl.[Na+]. Cell line: U251. Synergy scores: CSS=4.30, Synergy_ZIP=-0.528, Synergy_Bliss=0.130, Synergy_Loewe=-4.64, Synergy_HSA=-4.54. (2) Drug 1: C1CCN(CC1)CCOC2=CC=C(C=C2)C(=O)C3=C(SC4=C3C=CC(=C4)O)C5=CC=C(C=C5)O. Drug 2: COC1=C2C(=CC3=C1OC=C3)C=CC(=O)O2. Cell line: SK-MEL-2. Synergy scores: CSS=-2.59, Synergy_ZIP=1.81, Synergy_Bliss=1.21, Synergy_Loewe=-2.44, Synergy_HSA=-2.07. (3) Drug 1: CCCCCOC(=O)NC1=NC(=O)N(C=C1F)C2C(C(C(O2)C)O)O. Drug 2: CC1C(C(CC(O1)OC2CC(CC3=C2C(=C4C(=C3O)C(=O)C5=C(C4=O)C(=CC=C5)OC)O)(C(=O)CO)O)N)O.Cl. Cell line: SK-MEL-5. Synergy scores: CSS=36.4, Synergy_ZIP=-3.99, Synergy_Bliss=-0.455, Synergy_Loewe=-52.9, Synergy_HSA=-3.24. (4) Drug 1: CC1=C(C=C(C=C1)NC2=NC=CC(=N2)N(C)C3=CC4=NN(C(=C4C=C3)C)C)S(=O)(=O)N.Cl. Drug 2: C1=NC2=C(N1)C(=S)N=C(N2)N. Cell line: HOP-62. Synergy scores: CSS=27.7, Synergy_ZIP=-3.95, Synergy_Bliss=-4.20, Synergy_Loewe=-13.7, Synergy_HSA=-2.62. (5) Drug 1: CC12CCC3C(C1CCC2=O)CC(=C)C4=CC(=O)C=CC34C. Drug 2: C(CCl)NC(=O)N(CCCl)N=O. Cell line: OVCAR3. Synergy scores: CSS=30.9, Synergy_ZIP=-0.738, Synergy_Bliss=2.44, Synergy_Loewe=2.31, Synergy_HSA=2.68.